From a dataset of Forward reaction prediction with 1.9M reactions from USPTO patents (1976-2016). Predict the product of the given reaction. (1) Given the reactants [C:1]1(C)C=CC(S(O)(=O)=O)=CC=1.[Br:12][C:13]1[CH:20]=[N:19][CH:18]=[CH:17][C:14]=1[CH:15]=[O:16].[C:21](OCC)(=[O:23])C, predict the reaction product. The product is: [Br:12][C:13]1[CH:20]=[N:19][CH:18]=[CH:17][C:14]=1[CH:15]([O:23][CH3:21])[O:16][CH3:1]. (2) The product is: [Cl:14][C:15]1[C:20]([N+:21]([O-:23])=[O:22])=[C:19]([CH2:2][CH2:3][CH2:4][CH2:5][NH:6][C:7](=[O:13])[O:8][C:9]([CH3:12])([CH3:11])[CH3:10])[C:18]([CH3:25])=[C:17]([CH3:26])[N:16]=1. Given the reactants N[CH2:2][CH2:3][CH2:4][CH2:5][NH:6][C:7](=[O:13])[O:8][C:9]([CH3:12])([CH3:11])[CH3:10].[Cl:14][C:15]1[C:20]([N+:21]([O-:23])=[O:22])=[C:19](Cl)[C:18]([CH3:25])=[C:17]([CH3:26])[N:16]=1.CN(C)C=O.C(N(CC)CC)C, predict the reaction product.